This data is from Reaction yield outcomes from USPTO patents with 853,638 reactions. The task is: Predict the reaction yield, written as a fraction of the theoretical maximum amount of product (1.0 means a 100% yield; for example, 0.34 means a 34% yield). The reactants are Cl.[N+:2]([C:5]1[CH:12]=[CH:11][CH:10]=[C:9]([O:13][CH2:14][CH:15]2[CH2:19][CH2:18][NH:17][CH2:16]2)[C:6]=1[C:7]#[N:8])([O-:4])=[O:3].[C:20](Cl)(=[O:24])[CH2:21][CH2:22][CH3:23]. No catalyst specified. The product is [N+:2]([C:5]1[CH:12]=[CH:11][CH:10]=[C:9]([O:13][CH2:14][CH:15]2[CH2:19][CH2:18][N:17]([C:20](=[O:24])[CH2:21][CH2:22][CH3:23])[CH2:16]2)[C:6]=1[C:7]#[N:8])([O-:4])=[O:3]. The yield is 1.00.